From a dataset of Peptide-MHC class II binding affinity with 134,281 pairs from IEDB. Regression. Given a peptide amino acid sequence and an MHC pseudo amino acid sequence, predict their binding affinity value. This is MHC class II binding data. (1) The binding affinity (normalized) is 0.0832. The peptide sequence is APATPAAAGAEAGKA. The MHC is DRB1_0405 with pseudo-sequence DRB1_0405. (2) The peptide sequence is SAAVKDERAVHADMG. The MHC is DRB1_0401 with pseudo-sequence DRB1_0401. The binding affinity (normalized) is 0.408. (3) The peptide sequence is FENLVAENVKPPKVD. The MHC is DRB1_0101 with pseudo-sequence DRB1_0101. The binding affinity (normalized) is 0.628. (4) The peptide sequence is GKKKYKLKHIVWASREL. The MHC is DRB3_0101 with pseudo-sequence DRB3_0101. The binding affinity (normalized) is 0.350. (5) The binding affinity (normalized) is 0.204. The MHC is DRB1_1101 with pseudo-sequence DRB1_1101. The peptide sequence is NGEEYLILSARDVLA. (6) The peptide sequence is SQPATGAATVAAGAA. The MHC is DRB1_0802 with pseudo-sequence DRB1_0802. The binding affinity (normalized) is 0.130. (7) The peptide sequence is AFKVAHTAANAAPAN. The MHC is DRB1_0401 with pseudo-sequence DRB1_0401. The binding affinity (normalized) is 0.635. (8) The binding affinity (normalized) is 0.743. The peptide sequence is YDKFLANVSTVLTGS. The MHC is DRB1_0404 with pseudo-sequence DRB1_0404. (9) The peptide sequence is HDYEGLSYRSLQPET. The MHC is DRB1_0802 with pseudo-sequence DRB1_0802. The binding affinity (normalized) is 0.0459.